From a dataset of Retrosynthesis with 50K atom-mapped reactions and 10 reaction types from USPTO. Predict the reactants needed to synthesize the given product. (1) Given the product COc1ccc2c(c1Cl)CC(Cc1ccc(SC(F)(F)F)cc1)C2=O, predict the reactants needed to synthesize it. The reactants are: COc1ccc2c(c1Cl)C/C(=C\c1ccc(SC(F)(F)F)cc1)C2=O. (2) Given the product COc1cc(Nc2nc(C)cc(N3CCC(O)CC3)n2)ccc1-n1cnc(C)c1, predict the reactants needed to synthesize it. The reactants are: COc1cc(N)ccc1-n1cnc(C)c1.Cc1cc(N2CCC(O)CC2)nc(Cl)n1.